From a dataset of Full USPTO retrosynthesis dataset with 1.9M reactions from patents (1976-2016). Predict the reactants needed to synthesize the given product. (1) Given the product [Br:1][C:2]1[CH:9]=[C:8]([F:10])[CH:7]=[CH:6][C:3]=1[C@@H:4]1[N:19]=[C:17]([C:13]2[N:14]=[CH:15][O:16][C:12]=2[CH3:11])[NH:18][C:39]([CH2:38][N:20]2[CH2:25][CH2:24][O:23][CH2:22][C@H:21]2[C:26]([OH:28])=[O:27])=[C:40]1[C:43]([O:45][CH3:30])=[O:44], predict the reactants needed to synthesize it. The reactants are: [Br:1][C:2]1[CH:9]=[C:8]([F:10])[CH:7]=[CH:6][C:3]=1[CH:4]=O.[CH3:11][C:12]1[O:16][CH:15]=[N:14][C:13]=1[C:17]([NH2:19])=[NH:18].[NH:20]1[CH2:25][CH2:24][O:23][CH2:22][C@H:21]1[C:26]([OH:28])=[O:27].S1C=CN=[C:30]1C(N)=N.F[C:38]1(F)CN[C@H:40]([C:43]([OH:45])=[O:44])[CH2:39]1. (2) Given the product [CH:10]([C:13]1[CH:14]=[CH:15][C:16]([C:19]2[N:23]([CH2:24][CH2:25][O:26][CH3:27])[C:22]3[C:28]([O:34][CH3:35])=[CH:29][C:30]([CH:32]([C:2]4[C:3]([S:8][CH3:9])=[N:4][CH:5]=[CH:6][CH:7]=4)[OH:33])=[CH:31][C:21]=3[N:20]=2)=[CH:17][CH:18]=1)([CH3:12])[CH3:11], predict the reactants needed to synthesize it. The reactants are: Br[C:2]1[C:3]([S:8][CH3:9])=[N:4][CH:5]=[CH:6][CH:7]=1.[CH:10]([C:13]1[CH:18]=[CH:17][C:16]([C:19]2[N:23]([CH2:24][CH2:25][O:26][CH3:27])[C:22]3[C:28]([O:34][CH3:35])=[CH:29][C:30]([CH:32]=[O:33])=[CH:31][C:21]=3[N:20]=2)=[CH:15][CH:14]=1)([CH3:12])[CH3:11].